From a dataset of Catalyst prediction with 721,799 reactions and 888 catalyst types from USPTO. Predict which catalyst facilitates the given reaction. Reactant: [NH:1]1[C:9]2[C:4](=[CH:5][CH:6]=[CH:7][CH:8]=2)[C:3]([C:10]([CH3:14])([CH3:13])[C:11]#[N:12])=[CH:2]1.[H-].[Al+3].[Li+].[H-].[H-].[H-]. Product: [NH:1]1[C:9]2[C:4](=[CH:5][CH:6]=[CH:7][CH:8]=2)[C:3]([C:10]([CH3:14])([CH3:13])[CH2:11][NH2:12])=[CH:2]1. The catalyst class is: 28.